From a dataset of Catalyst prediction with 721,799 reactions and 888 catalyst types from USPTO. Predict which catalyst facilitates the given reaction. (1) Reactant: Cl.[CH2:2]([C:4]1[CH:9]=[CH:8][CH:7]=[C:6]([CH2:10][CH3:11])[C:5]=1[NH:12][C:13]([C:15]1[C:19]2[CH2:20][CH2:21][C:22]3[CH:23]=[N:24][C:25]([NH:28][CH:29]4[CH2:34][CH2:33][NH:32][CH2:31][CH2:30]4)=[N:26][C:27]=3[C:18]=2[N:17]([CH3:35])[N:16]=1)=[O:14])[CH3:3].CCN(C(C)C)C(C)C.[CH2:45](Br)[C:46]1[CH:51]=[CH:50][CH:49]=[CH:48][CH:47]=1. Product: [CH2:45]([N:32]1[CH2:31][CH2:30][CH:29]([NH:28][C:25]2[N:24]=[CH:23][C:22]3[CH2:21][CH2:20][C:19]4[C:15]([C:13]([NH:12][C:5]5[C:4]([CH2:2][CH3:3])=[CH:9][CH:8]=[CH:7][C:6]=5[CH2:10][CH3:11])=[O:14])=[N:16][N:17]([CH3:35])[C:18]=4[C:27]=3[N:26]=2)[CH2:34][CH2:33]1)[C:46]1[CH:51]=[CH:50][CH:49]=[CH:48][CH:47]=1. The catalyst class is: 4. (2) Reactant: [CH2:1]([O:3][C:4]1[CH:5]=[C:6]([CH2:13][CH:14]([NH:27]C(=O)OC(C)(C)C)[CH2:15][N:16]2[C:24](=[O:25])[C:23]3[C:18](=[CH:19][CH:20]=[CH:21][CH:22]=3)[C:17]2=[O:26])[CH:7]=[CH:8][C:9]=1[O:10][CH2:11][CH3:12])[CH3:2].[ClH:35]. Product: [ClH:35].[NH2:27][CH:14]([CH2:13][C:6]1[CH:7]=[CH:8][C:9]([O:10][CH2:11][CH3:12])=[C:4]([O:3][CH2:1][CH3:2])[CH:5]=1)[CH2:15][N:16]1[C:17](=[O:26])[C:18]2[C:23](=[CH:22][CH:21]=[CH:20][CH:19]=2)[C:24]1=[O:25]. The catalyst class is: 12. (3) Reactant: [Br:1][C:2]1[CH:3]=[C:4]([C:8]2[CH:9]=[C:10]3[C:15](=[N:16][CH:17]=2)[NH:14][CH2:13][CH2:12][CH2:11]3)[CH:5]=[N:6][CH:7]=1.[C:18]([N:26]=C=O)(=[O:25])C1C=CC=CC=1.C([O-])([O-])=O.[K+].[K+].CCOC(C)=O. Product: [Br:1][C:2]1[CH:3]=[C:4]([C:8]2[CH:9]=[C:10]3[C:15](=[N:16][CH:17]=2)[N:14]([C:18]([NH2:26])=[O:25])[CH2:13][CH2:12][CH2:11]3)[CH:5]=[N:6][CH:7]=1. The catalyst class is: 2. (4) Reactant: [OH:1][CH2:2][C:3]1[CH:4]=[C:5]([CH:8]=[CH:9][C:10]=1[CH2:11][N:12]1[CH:17]([C:18]2[C:23]([CH3:24])=[CH:22][C:21]([CH3:25])=[CH:20][N:19]=2)[CH2:16][CH2:15][CH2:14][CH:13]1[C:26]1[C:31]([CH3:32])=[CH:30][C:29]([CH3:33])=[CH:28][N:27]=1)[C:6]#[N:7]. Product: [NH4+:7].[OH-:1].[NH2:7][CH2:6][C:5]1[CH:8]=[CH:9][C:10]([CH2:11][N:12]2[CH:13]([C:26]3[C:31]([CH3:32])=[CH:30][C:29]([CH3:33])=[CH:28][N:27]=3)[CH2:14][CH2:15][CH2:16][CH:17]2[C:18]2[C:23]([CH3:24])=[CH:22][C:21]([CH3:25])=[CH:20][N:19]=2)=[C:3]([CH2:2][OH:1])[CH:4]=1. The catalyst class is: 5.